Dataset: Forward reaction prediction with 1.9M reactions from USPTO patents (1976-2016). Task: Predict the product of the given reaction. (1) Given the reactants [NH2:1][C:2]1[C:3]([NH:22][CH:23]2[CH2:27][CH2:26][CH2:25][CH2:24]2)=[N:4][C:5]([NH:8][C:9]2[CH:14]=[CH:13][C:12]([N:15]3[CH2:20][CH2:19][N:18]([CH3:21])[CH2:17][CH2:16]3)=[CH:11][CH:10]=2)=[N:6][CH:7]=1.[C:28](OCC)(=[O:34])[C:29](OCC)=[O:30], predict the reaction product. The product is: [CH:23]1([N:22]2[C:3]3[N:4]=[C:5]([NH:8][C:9]4[CH:14]=[CH:13][C:12]([N:15]5[CH2:16][CH2:17][N:18]([CH3:21])[CH2:19][CH2:20]5)=[CH:11][CH:10]=4)[N:6]=[CH:7][C:2]=3[NH:1][C:29](=[O:30])[C:28]2=[O:34])[CH2:24][CH2:25][CH2:26][CH2:27]1. (2) Given the reactants [I-].[K+].P(=O)(O)(O)O.C[O:9][C:10]([C:12]1[CH:21]=[C:20]([OH:22])[C:19]2[C:14](=[C:15]([O:24]C)[CH:16]=[C:17]([Br:23])[CH:18]=2)[N:13]=1)=[O:11], predict the reaction product. The product is: [OH:22][C:20]1[C:19]2[C:14](=[C:15]([OH:24])[CH:16]=[C:17]([Br:23])[CH:18]=2)[N:13]=[C:12]([C:10]([OH:11])=[O:9])[CH:21]=1. (3) Given the reactants [CH3:1][O:2][C:3]1[CH:25]=[CH:24][C:6]([CH2:7][N:8]2[CH2:14][C:13]3[CH:15]=[C:16]([C:19](OC)=[O:20])[CH:17]=[CH:18][C:12]=3[N:11]([CH3:23])[CH2:10][CH2:9]2)=[CH:5][CH:4]=1.[NH2:26][OH:27].[OH-].[Na+], predict the reaction product. The product is: [OH:27][NH:26][C:19]([C:16]1[CH:17]=[CH:18][C:12]2[N:11]([CH3:23])[CH2:10][CH2:9][N:8]([CH2:7][C:6]3[CH:24]=[CH:25][C:3]([O:2][CH3:1])=[CH:4][CH:5]=3)[CH2:14][C:13]=2[CH:15]=1)=[O:20]. (4) Given the reactants [CH3:1][O:2][C@@H:3]1[C@H:10]([OH:11])[CH2:9][CH2:8][C@@:5]2([O:7][CH2:6]2)[C@H:4]1[C@:12]1([CH3:20])[C@@H:14]([CH2:15][CH:16]=[C:17]([CH3:19])[CH3:18])[O:13]1.[C:21]1([CH3:38])[CH:26]=[CH:25][C:24]([P:27](=[O:37])([C:30]2[CH:35]=[CH:34][C:33]([CH3:36])=[CH:32][CH:31]=2)[CH:28]=[CH2:29])=[CH:23][CH:22]=1.[OH-].[K+], predict the reaction product. The product is: [CH3:1][O:2][C@@H:3]1[C@H:10]([O:11][CH2:29][CH2:28][P:27](=[O:37])([C:24]2[CH:25]=[CH:26][C:21]([CH3:38])=[CH:22][CH:23]=2)[C:30]2[CH:31]=[CH:32][C:33]([CH3:36])=[CH:34][CH:35]=2)[CH2:9][CH2:8][C@@:5]2([O:7][CH2:6]2)[C@H:4]1[C@:12]1([CH3:20])[C@@H:14]([CH2:15][CH:16]=[C:17]([CH3:19])[CH3:18])[O:13]1. (5) Given the reactants [Cl:1][C:2]1[CH:3]=[C:4]([N:10]2[C:14]([CH3:15])=[C:13]([CH2:16][C:17]3[CH:25]=[CH:24][C:20]([C:21](O)=[O:22])=[CH:19][CH:18]=3)[C:12]([CH3:26])=[N:11]2)[CH:5]=[CH:6][C:7]=1[C:8]#[N:9].[NH2:27][CH2:28][CH:29]([OH:31])[CH3:30].[Cl-].COC1N=C(OC)N=C([N+]2(C)CCOCC2)N=1.C(=O)([O-])O.[Na+], predict the reaction product. The product is: [Cl:1][C:2]1[CH:3]=[C:4]([N:10]2[C:14]([CH3:15])=[C:13]([CH2:16][C:17]3[CH:25]=[CH:24][C:20]([C:21]([NH:27][CH2:28][CH:29]([OH:31])[CH3:30])=[O:22])=[CH:19][CH:18]=3)[C:12]([CH3:26])=[N:11]2)[CH:5]=[CH:6][C:7]=1[C:8]#[N:9]. (6) Given the reactants C1(P(C2C=CC=CC=2)C2C=CC=C3C=2OC2C(P(C4C=CC=CC=4)C4C=CC=CC=4)=CC=CC=2C3(C)C)C=CC=CC=1.CCN(C(C)C)C(C)C.[CH2:52]([SH:54])[CH3:53].FC(F)(F)S(O[C:61]1[C:66]([O:67][CH3:68])=[CH:65][C:64]([Cl:69])=[CH:63][C:62]=1[CH:70]=[O:71])(=O)=O, predict the reaction product. The product is: [Cl:69][C:64]1[CH:65]=[C:66]([O:67][CH3:68])[C:61]([S:54][CH2:52][CH3:53])=[C:62]([CH:63]=1)[CH:70]=[O:71]. (7) The product is: [Br:1][C:2]1[N:7]=[C:6]2[C:8]([CH3:9])=[C:13]([C:14]([CH:16]3[CH2:21][CH2:20][CH2:19][CH2:18][CH2:17]3)=[O:15])[O:11][C:5]2=[CH:4][CH:3]=1. Given the reactants [Br:1][C:2]1[N:7]=[C:6]([C:8](=O)[CH3:9])[C:5]([OH:11])=[CH:4][CH:3]=1.Br[CH2:13][C:14]([CH:16]1[CH2:21][CH2:20][CH2:19][CH2:18][CH2:17]1)=[O:15].C(=O)([O-])[O-].[K+].[K+].[Cl-].[NH4+], predict the reaction product. (8) The product is: [C:20]([O:19][C:18]([NH:17][C:15]1[N:16]=[C:11]([CH2:10][CH2:9][N:8]([C:7]2[CH:6]=[CH:5][C:4]([N+:1]([O-:3])=[O:2])=[CH:26][CH:25]=2)[C:27](=[O:28])[O:29][C:30]([CH3:33])([CH3:32])[CH3:31])[CH:12]=[CH:13][CH:14]=1)=[O:24])([CH3:23])([CH3:21])[CH3:22]. Given the reactants [N+:1]([C:4]1[CH:26]=[CH:25][C:7]([NH:8][CH2:9][CH2:10][C:11]2[N:16]=[C:15]([NH:17][C:18](=[O:24])[O:19][C:20]([CH3:23])([CH3:22])[CH3:21])[CH:14]=[CH:13][CH:12]=2)=[CH:6][CH:5]=1)([O-:3])=[O:2].[C:27](O[C:27]([O:29][C:30]([CH3:33])([CH3:32])[CH3:31])=[O:28])([O:29][C:30]([CH3:33])([CH3:32])[CH3:31])=[O:28], predict the reaction product. (9) Given the reactants [C:1]([N:8]1[CH2:11][CH:10]([OH:12])[CH2:9]1)([O:3][C:4]([CH3:7])([CH3:6])[CH3:5])=[O:2].CC(C)([O-])C.[K+].C1COCC1.[Br:24][C:25]1[CH:30]=[CH:29][C:28]([F:31])=[CH:27][C:26]=1F, predict the reaction product. The product is: [Br:24][C:25]1[CH:30]=[CH:29][C:28]([F:31])=[CH:27][C:26]=1[O:12][CH:10]1[CH2:11][N:8]([C:1]([O:3][C:4]([CH3:7])([CH3:6])[CH3:5])=[O:2])[CH2:9]1.